This data is from Peptide-MHC class I binding affinity with 185,985 pairs from IEDB/IMGT. The task is: Regression. Given a peptide amino acid sequence and an MHC pseudo amino acid sequence, predict their binding affinity value. This is MHC class I binding data. The peptide sequence is YANFPLDPFL. The MHC is H-2-Db with pseudo-sequence H-2-Db. The binding affinity (normalized) is 0.488.